From a dataset of Catalyst prediction with 721,799 reactions and 888 catalyst types from USPTO. Predict which catalyst facilitates the given reaction. (1) The catalyst class is: 47. Product: [F:21][CH2:24][C:25]([C:27]1[C:32]([N+:33]([O-:35])=[O:34])=[CH:31][CH:30]=[C:29]([CH3:36])[N:28]=1)=[O:26]. Reactant: [B-](F)(F)(F)F.[B-](F)(F)(F)F.C1[N+]2(CCl)CC[N+]([F:21])(CC2)C1.C([O:24][C:25]([C:27]1[C:32]([N+:33]([O-:35])=[O:34])=[CH:31][CH:30]=[C:29]([CH3:36])[N:28]=1)=[CH2:26])C. (2) Reactant: [C:1]([NH2:9])(=[S:8])[C:2]1[CH:7]=[CH:6][CH:5]=[CH:4][CH:3]=1.Br[CH2:11][C:12]([C:14]1[CH:19]=[CH:18][C:17]([CH2:20][CH2:21][NH:22][C:23](=[O:25])[CH3:24])=[CH:16][CH:15]=1)=O. Product: [C:2]1([C:1]2[S:8][CH:11]=[C:12]([C:14]3[CH:19]=[CH:18][C:17]([CH2:20][CH2:21][NH:22][C:23](=[O:25])[CH3:24])=[CH:16][CH:15]=3)[N:9]=2)[CH:7]=[CH:6][CH:5]=[CH:4][CH:3]=1. The catalyst class is: 8. (3) Reactant: [CH3:1][O:2][C:3]1[CH:4]=[CH:5][C:6]2[N:7]([N:9]=[C:10]([C:12]3[CH:17]=[CH:16][CH:15]=[CH:14][CH:13]=3)[CH:11]=2)[CH:8]=1.[CH3:18][C:19](OC(C)=O)=[O:20]. Product: [C:19]([C:11]1[C:10]([C:12]2[CH:13]=[CH:14][CH:15]=[CH:16][CH:17]=2)=[N:9][N:7]2[CH:8]=[C:3]([O:2][CH3:1])[CH:4]=[CH:5][C:6]=12)(=[O:20])[CH3:18]. The catalyst class is: 5. (4) Reactant: [Cl:1][C:2]1[N:7]=[C:6]([NH:8][C:9]2[CH:10]=[N:11][NH:12][CH:13]=2)[CH:5]=[CH:4][N:3]=1.[CH3:14][C:15]([O:18][C:19](O[C:19]([O:18][C:15]([CH3:17])([CH3:16])[CH3:14])=[O:20])=[O:20])([CH3:17])[CH3:16]. Product: [C:15]([O:18][C:19]([N:8]([C:6]1[CH:5]=[CH:4][N:3]=[C:2]([Cl:1])[N:7]=1)[C:9]1[CH:13]=[N:12][N:11]([C:19]([O:18][C:15]([CH3:17])([CH3:16])[CH3:14])=[O:20])[CH:10]=1)=[O:20])([CH3:17])([CH3:16])[CH3:14]. The catalyst class is: 79. (5) Reactant: [Cl:1][C:2]1[CH:7]=[C:6]([F:8])[CH:5]=[CH:4][C:3]=1[C@H:9]1[C:14]([C:15]([O-:17])=[O:16])=[C:13]([CH2:18]Br)[NH:12][C:11]([C:20]2[S:21][CH:22]=[CH:23][N:24]=2)=[N:10]1.[CH:25]12[NH:32][CH:29]([CH2:30][CH2:31]1)[CH2:28][N:27]([C:33]([O:35][C:36]([CH3:39])([CH3:38])[CH3:37])=[O:34])[CH2:26]2.[C:40](=O)([O-])[O-].[K+].[K+]. Product: [Cl:1][C:2]1[CH:7]=[C:6]([F:8])[CH:5]=[CH:4][C:3]=1[C@H:9]1[C:14]([C:15]([O:17][CH3:40])=[O:16])=[C:13]([CH2:18][N:32]2[CH:29]3[CH2:30][CH2:31][CH:25]2[CH2:26][N:27]([C:33]([O:35][C:36]([CH3:39])([CH3:38])[CH3:37])=[O:34])[CH2:28]3)[NH:12][C:11]([C:20]2[S:21][CH:22]=[CH:23][N:24]=2)=[N:10]1. The catalyst class is: 9. (6) The catalyst class is: 13. Reactant: [O:1]1[C:6]2[CH:7]=[CH:8][CH:9]=[CH:10][C:5]=2[NH:4][CH2:3][CH2:2]1.[Br:11][C:12]1[CH:13]=[C:14]([CH:18]=[C:19]([Br:22])[C:20]=1[OH:21])[C:15](Cl)=[O:16]. Product: [Br:11][C:12]1[CH:13]=[C:14]([C:15]([N:4]2[C:5]3[CH:10]=[CH:9][CH:8]=[CH:7][C:6]=3[O:1][CH2:2][CH2:3]2)=[O:16])[CH:18]=[C:19]([Br:22])[C:20]=1[OH:21]. (7) The catalyst class is: 9. Reactant: C[O:2][C:3]([C:5]1([N:14]([CH3:27])[C:15](=[O:26])[CH2:16][C:17]2[C:22]([CH3:23])=[CH:21][C:20]([CH3:24])=[CH:19][C:18]=2[CH3:25])[CH2:10][CH2:9][N:8]([N:11]([CH3:13])[CH3:12])[CH2:7][CH2:6]1)=O.CC(C)([O-])C.[K+].[Cl-].[NH4+].Cl. Product: [CH3:12][N:11]([CH3:13])[N:8]1[CH2:7][CH2:6][C:5]2([N:14]([CH3:27])[C:15](=[O:26])[CH:16]([C:17]3[C:18]([CH3:25])=[CH:19][C:20]([CH3:24])=[CH:21][C:22]=3[CH3:23])[C:3]2=[O:2])[CH2:10][CH2:9]1.